This data is from Forward reaction prediction with 1.9M reactions from USPTO patents (1976-2016). The task is: Predict the product of the given reaction. (1) Given the reactants [CH2:1]([N:3]([CH2:13][CH3:14])[C:4]1[CH:11]=[CH:10][C:7]([CH:8]=[O:9])=[C:6]([OH:12])[CH:5]=1)[CH3:2].C(=O)([O-])[O-].[K+].[K+].[CH3:21][O:22][C:23]1[CH:30]=[CH:29][C:26]([CH2:27]Cl)=[CH:25][CH:24]=1, predict the reaction product. The product is: [CH2:13]([N:3]([CH2:1][CH3:2])[C:4]1[CH:11]=[CH:10][C:7]([CH:8]=[O:9])=[C:6]([O:12][CH2:27][C:26]2[CH:29]=[CH:30][C:23]([O:22][CH3:21])=[CH:24][CH:25]=2)[CH:5]=1)[CH3:14]. (2) Given the reactants [CH:1]1[CH:6]=[C:5]([CH2:7][C:8]2[C:13]([OH:14])=[CH:12][CH:11]=[CH:10][CH:9]=2)[C:4]([OH:15])=[CH:3][CH:2]=1.CC1C(=CC(=CC=1)N=C=O)[N:19]=[C:20]=[O:21], predict the reaction product. The product is: [N-:19]=[C:20]=[O:21].[CH:10]1[CH:9]=[C:8]([CH2:7][C:5]2[C:4]([OH:15])=[CH:3][CH:2]=[CH:1][CH:6]=2)[C:13]([OH:14])=[CH:12][CH:11]=1. (3) Given the reactants Cl.[CH3:2][C:3]1[CH:11]=[C:10]([O:12][CH2:13][CH2:14][CH2:15][CH:16]2[CH2:21][CH2:20][NH:19][CH2:18][CH2:17]2)[CH:9]=[C:8]([CH3:22])[C:4]=1[C:5]([OH:7])=[O:6].Cl[C:24]1[N:29]=[CH:28][C:27]([Cl:30])=[CH:26][N:25]=1.C1CCN2C(=NCCC2)CC1.Cl, predict the reaction product. The product is: [Cl:30][C:27]1[CH:26]=[N:25][C:24]([N:19]2[CH2:18][CH2:17][CH:16]([CH2:15][CH2:14][CH2:13][O:12][C:10]3[CH:9]=[C:8]([CH3:22])[C:4]([C:5]([OH:7])=[O:6])=[C:3]([CH3:2])[CH:11]=3)[CH2:21][CH2:20]2)=[N:29][CH:28]=1.